Dataset: Reaction yield outcomes from USPTO patents with 853,638 reactions. Task: Predict the reaction yield, written as a fraction of the theoretical maximum amount of product (1.0 means a 100% yield; for example, 0.34 means a 34% yield). (1) The reactants are I[C:2]1[C:10]2[C:5](=[CH:6][CH:7]=[C:8]([O:11][CH3:12])[CH:9]=2)[N:4]([CH3:13])[CH:3]=1.[CH3:14][C:15]1([CH3:22])[C:19]([CH3:21])([CH3:20])[O:18][BH:17][O:16]1. The catalyst is C1C=CC(P(C2C=CC=CC=2)[C-]2C=CC=C2)=CC=1.C1C=CC(P(C2C=CC=CC=2)[C-]2C=CC=C2)=CC=1.Cl[Pd]Cl.[Fe+2].C(Cl)Cl.O1CCOCC1. The product is [CH3:12][O:11][C:8]1[CH:9]=[C:10]2[C:5](=[CH:6][CH:7]=1)[N:4]([CH3:13])[CH:3]=[C:2]2[B:17]1[O:18][C:19]([CH3:21])([CH3:20])[C:15]([CH3:22])([CH3:14])[O:16]1. The yield is 0.370. (2) The reactants are [O:1]1[CH:5]=[C:4]([C:6]2[CH:7]=[N:8][CH:9]=[CH:10][CH:11]=2)[N:3]=[CH:2]1.[Li]CCCC.[C:17](O)(=[O:35])[CH2:18][CH2:19][CH2:20][CH2:21][CH2:22][CH2:23][CH2:24]/[CH:25]=[CH:26]\[CH2:27][CH2:28][CH2:29][CH2:30][CH2:31][CH2:32][CH2:33][CH3:34].C(Cl)(=O)C(Cl)=O. The catalyst is C1COCC1.C(Cl)Cl.[Cl-].[Cl-].[Zn+2].CO.C(Cl)Cl. The product is [N:8]1[CH:9]=[CH:10][CH:11]=[C:6]([C:4]2[N:3]=[C:2]([C:17](=[O:35])[CH2:18][CH2:19][CH2:20][CH2:21][CH2:22][CH2:23][CH2:24][CH:25]=[CH:26][CH2:27][CH2:28][CH2:29][CH2:30][CH2:31][CH2:32][CH2:33][CH3:34])[O:1][CH:5]=2)[CH:7]=1. The yield is 0.230.